Dataset: Forward reaction prediction with 1.9M reactions from USPTO patents (1976-2016). Task: Predict the product of the given reaction. (1) Given the reactants [OH:1][C:2]1([CH3:25])[CH2:8][N:7]([C:9]([O:11][C:12]([CH3:15])([CH3:14])[CH3:13])=[O:10])[CH2:6][CH2:5][N:4]([C:16]2[N:20]([CH3:21])[N:19]=[CH:18][C:17]=2[N+:22]([O-])=O)[CH2:3]1, predict the reaction product. The product is: [NH2:22][C:17]1[CH:18]=[N:19][N:20]([CH3:21])[C:16]=1[N:4]1[CH2:3][C:2]([OH:1])([CH3:25])[CH2:8][N:7]([C:9]([O:11][C:12]([CH3:15])([CH3:14])[CH3:13])=[O:10])[CH2:6][CH2:5]1. (2) Given the reactants C([C@@H]1COC(=O)[N:9]1[C:14](=[O:40])[C@H:15]([CH2:30][C:31]1[CH:36]=[C:35]([CH3:37])[C:34]([F:38])=[C:33]([CH3:39])[CH:32]=1)[CH2:16][CH2:17][CH2:18][CH2:19][CH2:20][CH2:21][C:22]1[CH:27]=[CH:26][C:25]([F:28])=[C:24]([CH3:29])[CH:23]=1)C1C=CC=CC=1.[C-]#N.[K+].Cl.C1C[O:48]CC1.CO, predict the reaction product. The product is: [OH:48][NH:9][C:14](=[O:40])[C@H:15]([CH2:30][C:31]1[CH:36]=[C:35]([CH3:37])[C:34]([F:38])=[C:33]([CH3:39])[CH:32]=1)[CH2:16][CH2:17][CH2:18][CH2:19][CH2:20][CH2:21][C:22]1[CH:27]=[CH:26][C:25]([F:28])=[C:24]([CH3:29])[CH:23]=1. (3) The product is: [CH3:1][C:2]1[CH:7]=[CH:6][N:5]=[C:4]([C:8]2[CH:13]=[C:12]([C:14]([NH:21][CH2:18][C:19]#[CH:20])=[O:16])[CH:11]=[CH:10][N:9]=2)[CH:3]=1. Given the reactants [CH3:1][C:2]1[CH:7]=[CH:6][N:5]=[C:4]([C:8]2[CH:13]=[C:12]([C:14]([OH:16])=O)[CH:11]=[CH:10][N:9]=2)[CH:3]=1.Cl.[CH2:18]([NH2:21])[C:19]#[CH:20].C1C=CC2N(O)N=NC=2C=1.CCN(C(C)C)C(C)C.C1CCC(N=C=NC2CCCCC2)CC1, predict the reaction product. (4) Given the reactants Br[C:2]1[CH:3]=[CH:4][C:5]2[CH:9]=[CH:8][S:7][C:6]=2[CH:10]=1.C[Si]([N-:15][Si](C)(C)C)(C)C.[Li+].Cl.[OH-].[Na+], predict the reaction product. The product is: [S:7]1[CH:8]=[CH:9][C:5]2[CH:4]=[CH:3][C:2]([NH2:15])=[CH:10][C:6]1=2. (5) Given the reactants [NH2:1][C:2]1[CH:10]=[CH:9][C:5]([CH:6]=[N:7]O)=[CH:4][CH:3]=1.[ClH:11], predict the reaction product. The product is: [ClH:11].[NH2:1][C:2]1[CH:10]=[CH:9][C:5]([CH2:6][NH2:7])=[CH:4][CH:3]=1. (6) The product is: [CH3:1][NH:2][C:3]1[CH:4]=[C:5]([C:12]2[CH:17]=[CH:16][CH:15]=[C:14]([C:18]([F:19])([F:20])[F:21])[CH:13]=2)[CH:6]=[CH:7][C:8]=1[NH2:9]. Given the reactants [CH3:1][NH:2][C:3]1[CH:4]=[C:5]([C:12]2[CH:17]=[CH:16][CH:15]=[C:14]([C:18]([F:21])([F:20])[F:19])[CH:13]=2)[CH:6]=[CH:7][C:8]=1[N+:9]([O-])=O, predict the reaction product. (7) The product is: [CH3:1][C:2]1[CH:3]=[C:4]([C:12]2[CH:21]=[CH:20][C:19]3[C:14](=[CH:15][CH:16]=[C:17]([F:22])[CH:18]=3)[N:13]=2)[CH:5]=[CH:6][CH:7]=1. Given the reactants [CH3:1][C:2]1[CH:3]=[C:4](B(O)O)[CH:5]=[CH:6][CH:7]=1.Cl[C:12]1[CH:21]=[CH:20][C:19]2[C:14](=[CH:15][CH:16]=[C:17]([F:22])[CH:18]=2)[N:13]=1.C(=O)([O-])[O-].[K+].[K+].C1(C)C=CC=CC=1, predict the reaction product. (8) Given the reactants FC(F)(F)C([N:5]1[CH2:15][CH:14]2[CH2:16][CH:7]([C:8]3[CH:9]=[C:10]([NH2:18])[C:11]([OH:17])=[CH:12][C:13]=32)[CH2:6]1)=O.[C:21]([Cl:26])(=O)[CH:22]([CH3:24])[CH3:23], predict the reaction product. The product is: [ClH:26].[CH:22]([C:24]1[O:17][C:11]2[C:10]([N:18]=1)=[CH:9][C:8]1[CH:7]3[CH2:16][CH:14]([CH2:15][NH:5][CH2:6]3)[C:13]=1[CH:12]=2)([CH3:23])[CH3:21].